From a dataset of Forward reaction prediction with 1.9M reactions from USPTO patents (1976-2016). Predict the product of the given reaction. (1) Given the reactants [CH2:1]([N:3](CC)[CH2:4]C)C.CN(C)C(Cl)=O.[C:14]([N:17]1[CH2:20][CH:19]([N:21]([CH2:50][CH3:51])[C:22]([C:24]2[S:28][C:27]3=[N:29][C:30]([C:40]4[CH:45]=[CH:44][C:43]([Cl:46])=[CH:42][CH:41]=4)([CH3:39])[CH:31]([C:32]4[CH:37]=[CH:36][C:35]([Cl:38])=[CH:34][CH:33]=4)[N:26]3[C:25]=2[CH:47]([CH3:49])[CH3:48])=[O:23])[CH2:18]1)(=[O:16])C, predict the reaction product. The product is: [Cl:38][C:35]1[CH:36]=[CH:37][C:32]([CH:31]2[N:26]3[C:27]([S:28][C:24]([C:22]([N:21]([CH:19]4[CH2:20][N:17]([C:14](=[O:16])[N:3]([CH3:4])[CH3:1])[CH2:18]4)[CH2:50][CH3:51])=[O:23])=[C:25]3[CH:47]([CH3:49])[CH3:48])=[N:29][C:30]2([C:40]2[CH:45]=[CH:44][C:43]([Cl:46])=[CH:42][CH:41]=2)[CH3:39])=[CH:33][CH:34]=1. (2) Given the reactants [O:1]1[CH2:5][CH2:4][CH2:3][C@H:2]1[CH2:6][OH:7].[F:8][C:9]([F:22])([F:21])[S:10](O[S:10]([C:9]([F:22])([F:21])[F:8])(=[O:12])=[O:11])(=[O:12])=[O:11].CC1C=CC=C(C)N=1, predict the reaction product. The product is: [F:8][C:9]([F:22])([F:21])[S:10]([O:7][CH2:6][C@@H:2]1[CH2:3][CH2:4][CH2:5][O:1]1)(=[O:12])=[O:11]. (3) The product is: [N:18]1([CH2:23][CH2:24][NH:25][C:26]([C:28]2[CH:32]=[C:31]([CH3:33])[NH:30][C:29]=2[CH:34]=[C:10]2[C:9]3[C:13](=[CH:14][CH:15]=[CH:16][C:8]=3[C:5]3[CH:4]=[CH:3][C:2]([Br:1])=[CH:7][CH:6]=3)[NH:12][C:11]2=[O:17])=[O:27])[CH2:22][CH2:21][CH2:20][CH2:19]1. Given the reactants [Br:1][C:2]1[CH:7]=[CH:6][C:5]([C:8]2[CH:16]=[CH:15][CH:14]=[C:13]3[C:9]=2[CH2:10][C:11](=[O:17])[NH:12]3)=[CH:4][CH:3]=1.[N:18]1([CH2:23][CH2:24][NH:25][C:26]([C:28]2[CH:32]=[C:31]([CH3:33])[NH:30][C:29]=2[CH:34]=O)=[O:27])[CH2:22][CH2:21][CH2:20][CH2:19]1, predict the reaction product. (4) Given the reactants [C:1](O[C:1](=[O:5])/[CH:2]=[CH:3]/[CH3:4])(=[O:5])/[CH:2]=[CH:3]/[CH3:4].[NH2:12][C:13]1[N:18]=[CH:17][C:16](/[CH:19]=[CH:20]/[C:21]([N:23]([CH3:35])[CH2:24][C:25]2[N:26]([CH3:34])[C:27]3[C:32]([CH:33]=2)=[CH:31][CH:30]=[CH:29][CH:28]=3)=[O:22])=[CH:15][CH:14]=1.C(=O)(O)[O-].[Na+], predict the reaction product. The product is: [C:1]([NH:12][C:13]1[N:18]=[CH:17][C:16](/[CH:19]=[CH:20]/[C:21]([N:23]([CH3:35])[CH2:24][C:25]2[N:26]([CH3:34])[C:27]3[C:32]([CH:33]=2)=[CH:31][CH:30]=[CH:29][CH:28]=3)=[O:22])=[CH:15][CH:14]=1)(=[O:5])/[CH:2]=[CH:3]/[CH3:4].